This data is from Forward reaction prediction with 1.9M reactions from USPTO patents (1976-2016). The task is: Predict the product of the given reaction. (1) The product is: [Br:1][C:2]1[CH:7]=[C:6]([C:8]2([CH3:11])[CH2:10][N:9]2[S:42]([C:37]2[CH:38]=[CH:39][CH:40]=[CH:41][C:36]=2[N+:33]([O-:35])=[O:34])(=[O:43])=[O:44])[C:5]([F:12])=[CH:4][N:3]=1. Given the reactants [Br:1][C:2]1[CH:7]=[C:6]([C:8]2([CH3:11])[CH2:10][NH:9]2)[C:5]([F:12])=[CH:4][N:3]=1.P(C1C=CC=CC=1)(C1C=CC=CC=1)(C1C=CC=CC=1)=O.[N+:33]([C:36]1[CH:41]=[CH:40][CH:39]=[CH:38][C:37]=1[S:42](Cl)(=[O:44])=[O:43])([O-:35])=[O:34].CN1CCOCC1, predict the reaction product. (2) Given the reactants O.[OH-].[Li+].[C:4]([O:8][C:9]([NH:11][CH:12]1[CH2:17][CH2:16][N:15]([C:18]2[CH:23]=[CH:22][C:21]([NH:24][C:25]3[N:30]=[C:29]([CH2:31][CH2:32][C:33]4[CH:38]=[CH:37][CH:36]=[CH:35][C:34]=4[CH2:39][C:40]([O:42]C)=O)[C:28]([C:44]([F:47])([F:46])[F:45])=[CH:27][N:26]=3)=[CH:20][CH:19]=2)[CH2:14][CH2:13]1)=[O:10])([CH3:7])([CH3:6])[CH3:5].O[N:49]1C2C=CC=CC=2N=N1.CCN=C=NCCCN(C)C.Cl.C(N(CC)C(C)C)(C)C.C(=O)([O-])[O-].[NH4+].[NH4+], predict the reaction product. The product is: [NH2:49][C:40](=[O:42])[CH2:39][C:34]1[CH:35]=[CH:36][CH:37]=[CH:38][C:33]=1[CH2:32][CH2:31][C:29]1[C:28]([C:44]([F:47])([F:45])[F:46])=[CH:27][N:26]=[C:25]([NH:24][C:21]2[CH:22]=[CH:23][C:18]([N:15]3[CH2:14][CH2:13][CH:12]([NH:11][C:9](=[O:10])[O:8][C:4]([CH3:5])([CH3:6])[CH3:7])[CH2:17][CH2:16]3)=[CH:19][CH:20]=2)[N:30]=1. (3) The product is: [C:15]1([Se:36][C:30]2[CH:35]=[CH:34][CH:33]=[CH:32][CH:31]=2)[CH:14]=[CH:13][CH:18]=[CH:17][CH:16]=1. Given the reactants C(NC(C)C)(C)C.C([Li])CCC.[CH3:13][CH2:14][CH2:15][CH2:16][CH2:17][CH3:18].C(C1OC(=O)CCC1)CCC.[C:30]1([Se:36]Cl)[CH:35]=[CH:34][CH:33]=[CH:32][CH:31]=1.[Cl-].[NH4+], predict the reaction product. (4) Given the reactants [N:1]1[CH:6]=[CH:5][CH:4]=[C:3]([O:7][C:8]2[CH:13]=[CH:12][C:11]([CH:14]3[O:18][C:17](=[O:19])[NH:16][CH:15]3[CH2:20][C:21]3[CH:26]=[CH:25][CH:24]=[C:23]([O:27][C:28]([F:33])([F:32])[CH:29]([F:31])[F:30])[CH:22]=3)=[CH:10][CH:9]=2)[CH:2]=1.[C:34](O[C:34]([O:36][C:37]([CH3:40])([CH3:39])[CH3:38])=[O:35])([O:36][C:37]([CH3:40])([CH3:39])[CH3:38])=[O:35].O, predict the reaction product. The product is: [O:19]=[C:17]1[N:16]([C:34]([O:36][C:37]([CH3:40])([CH3:39])[CH3:38])=[O:35])[CH:15]([CH2:20][C:21]2[CH:26]=[CH:25][CH:24]=[C:23]([O:27][C:28]([F:33])([F:32])[CH:29]([F:31])[F:30])[CH:22]=2)[CH:14]([C:11]2[CH:12]=[CH:13][C:8]([O:7][C:3]3[CH:2]=[N:1][CH:6]=[CH:5][CH:4]=3)=[CH:9][CH:10]=2)[O:18]1. (5) Given the reactants C(OC([NH:11][C@@H:12]([CH2:27][C:28]1[CH:33]=[CH:32][C:31]([C:34]2[N:39]=[CH:38][C:37]([C:40]3[CH:45]=[CH:44][C:43]([O:46][CH2:47][CH2:48][CH2:49][CH2:50][CH2:51][CH2:52][CH3:53])=[CH:42][CH:41]=3)=[CH:36][N:35]=2)=[CH:30][CH:29]=1)[C:13]([N:15]1[CH2:19][CH2:18][CH2:17][C@H:16]1[C:20]([O:22][C:23]([CH3:26])([CH3:25])[CH3:24])=[O:21])=[O:14])=O)C1C=CC=CC=1.[H][H], predict the reaction product. The product is: [NH2:11][C@@H:12]([CH2:27][C:28]1[CH:33]=[CH:32][C:31]([C:34]2[N:39]=[CH:38][C:37]([C:40]3[CH:45]=[CH:44][C:43]([O:46][CH2:47][CH2:48][CH2:49][CH2:50][CH2:51][CH2:52][CH3:53])=[CH:42][CH:41]=3)=[CH:36][N:35]=2)=[CH:30][CH:29]=1)[C:13]([N:15]1[CH2:19][CH2:18][CH2:17][C@H:16]1[C:20]([O:22][C:23]([CH3:26])([CH3:25])[CH3:24])=[O:21])=[O:14]. (6) Given the reactants [C:1]1([C:23]2[CH:28]=[CH:27][CH:26]=[CH:25][CH:24]=2)[CH:6]=[CH:5][CH:4]=[CH:3][C:2]=1[NH:7][C:8]([O:10][CH:11]1[CH2:16][CH2:15][N:14]([CH2:17][CH2:18][C:19]([O:21]C)=[O:20])[CH2:13][CH2:12]1)=[O:9].[OH-].[Li+].O1CCCC1.Cl, predict the reaction product. The product is: [C:1]1([C:23]2[CH:28]=[CH:27][CH:26]=[CH:25][CH:24]=2)[CH:6]=[CH:5][CH:4]=[CH:3][C:2]=1[NH:7][C:8]([O:10][CH:11]1[CH2:12][CH2:13][N:14]([CH2:17][CH2:18][C:19]([OH:21])=[O:20])[CH2:15][CH2:16]1)=[O:9].